This data is from Forward reaction prediction with 1.9M reactions from USPTO patents (1976-2016). The task is: Predict the product of the given reaction. Given the reactants [CH3:1][C:2]1[N:3]=[C:4]([NH:7][C:8]([C:10]2[CH:15]=[C:14](Br)[CH:13]=[C:12]([CH3:17])[N:11]=2)=[O:9])[S:5][CH:6]=1.C([O-])(=O)C.[K+].[B:23]1([B:23]2[O:27][C:26]([CH3:29])([CH3:28])[C:25]([CH3:31])([CH3:30])[O:24]2)[O:27][C:26]([CH3:29])([CH3:28])[C:25]([CH3:31])([CH3:30])[O:24]1, predict the reaction product. The product is: [CH3:1][C:2]1[N:3]=[C:4]([NH:7][C:8]([C:10]2[CH:15]=[C:14]([B:23]3[O:27][C:26]([CH3:29])([CH3:28])[C:25]([CH3:31])([CH3:30])[O:24]3)[CH:13]=[C:12]([CH3:17])[N:11]=2)=[O:9])[S:5][CH:6]=1.